This data is from Acute oral toxicity (LD50) regression data from Zhu et al.. The task is: Regression/Classification. Given a drug SMILES string, predict its toxicity properties. Task type varies by dataset: regression for continuous values (e.g., LD50, hERG inhibition percentage) or binary classification for toxic/non-toxic outcomes (e.g., AMES mutagenicity, cardiotoxicity, hepatotoxicity). Dataset: ld50_zhu. (1) The compound is CCCCC(CC)COC(=O)COc1ccc(Cl)cc1Cl. The rat oral LD50 is 3.05, given as -log10 of the dose in mol/kg body weight (higher means more acutely toxic). (2) The molecule is CC(C)N. The rat oral LD50 is 1.86, given as -log10 of the dose in mol/kg body weight (higher means more acutely toxic).